From a dataset of Forward reaction prediction with 1.9M reactions from USPTO patents (1976-2016). Predict the product of the given reaction. (1) Given the reactants [NH2:1][C:2]1[C:3]([C:13]2[NH:14][C:15]3[CH:21]=[C:20]([NH:22][CH2:23][CH2:24][N:25]([CH3:27])[CH3:26])[C:19]([F:28])=[CH:18][C:16]=3[N:17]=2)=[N:4][N:5]([CH:7]2[CH2:12][CH2:11][CH2:10][CH2:9][O:8]2)[CH:6]=1.[CH2:29]([N:31]([CH2:35][CH3:36])[C:32](Cl)=[O:33])[CH3:30].C(N(CC)C(C)C)(C)C.O, predict the reaction product. The product is: [CH3:27][N:25]([CH3:26])[CH2:24][CH2:23][NH:22][C:20]1[C:19]([F:28])=[CH:18][C:16]2[N:17]=[C:13]([C:3]3[C:2]([NH:1][C:32](=[O:33])[N:31]([CH2:35][CH3:36])[CH2:29][CH3:30])=[CH:6][N:5]([CH:7]4[CH2:12][CH2:11][CH2:10][CH2:9][O:8]4)[N:4]=3)[NH:14][C:15]=2[CH:21]=1. (2) Given the reactants [O:1]=[S:2]1(=[O:25])[C:8]2[CH:9]=[CH:10][CH:11]=[CH:12][C:7]=2[CH2:6][N:5]([C:13]2[CH:22]=[C:21]([NH2:23])[C:20]3[C:15](=[CH:16][CH:17]=[C:18]([CH3:24])[CH:19]=3)[N:14]=2)[CH2:4][CH2:3]1.[O:26]=[C:27]1[C:35]2[C:30](=[CH:31][CH:32]=[CH:33][CH:34]=2)[C:29](=[O:36])[N:28]1[CH:37]([C:42]([F:45])([F:44])[F:43])[CH2:38][C:39](Cl)=[O:40].C(N(CC)C(C)C)(C)C, predict the reaction product. The product is: [O:25]=[S:2]1(=[O:1])[C:8]2[CH:9]=[CH:10][CH:11]=[CH:12][C:7]=2[CH2:6][N:5]([C:13]2[CH:22]=[C:21]([NH:23][C:39](=[O:40])[CH2:38][CH:37]([N:28]3[C:29](=[O:36])[C:30]4[C:35](=[CH:34][CH:33]=[CH:32][CH:31]=4)[C:27]3=[O:26])[C:42]([F:45])([F:44])[F:43])[C:20]3[C:15](=[CH:16][CH:17]=[C:18]([CH3:24])[CH:19]=3)[N:14]=2)[CH2:4][CH2:3]1. (3) Given the reactants Cl[C:2]1[N:7]=[C:6]([C:8]2[S:12][C:11]([CH:13]3[CH2:18][CH2:17][O:16][CH2:15][CH2:14]3)=[N:10][C:9]=2[C:19]2[C:20]([F:34])=[C:21]([NH:25][S:26]([C:29]3[CH:33]=[CH:32][O:31][CH:30]=3)(=[O:28])=[O:27])[CH:22]=[CH:23][CH:24]=2)[CH:5]=[CH:4][N:3]=1.[N:35]1([CH2:41][CH2:42][NH2:43])[CH2:40][CH2:39][O:38][CH2:37][CH2:36]1, predict the reaction product. The product is: [F:34][C:20]1[C:19]([C:9]2[N:10]=[C:11]([CH:13]3[CH2:18][CH2:17][O:16][CH2:15][CH2:14]3)[S:12][C:8]=2[C:6]2[CH:5]=[CH:4][N:3]=[C:2]([NH:43][CH2:42][CH2:41][N:35]3[CH2:40][CH2:39][O:38][CH2:37][CH2:36]3)[N:7]=2)=[CH:24][CH:23]=[CH:22][C:21]=1[NH:25][S:26]([C:29]1[CH:33]=[CH:32][O:31][CH:30]=1)(=[O:28])=[O:27]. (4) Given the reactants [Si:1]([O:8][C@H:9]([CH2:19][CH2:20][CH2:21][OH:22])[CH2:10][CH:11]([CH3:18])[C:12]([N:14]([O:16][CH3:17])[CH3:15])=[O:13])([C:4]([CH3:7])([CH3:6])[CH3:5])([CH3:3])[CH3:2].C(N(CC)CC)C.CN(CCN(C)C)C.[C:38](Cl)(=[O:43])[C:39]([CH3:42])([CH3:41])[CH3:40], predict the reaction product. The product is: [C:38]([O:22][CH2:21][CH2:20][CH2:19][C@@H:9]([O:8][Si:1]([C:4]([CH3:7])([CH3:6])[CH3:5])([CH3:3])[CH3:2])[CH2:10][CH:11]([CH3:18])[C:12]([N:14]([O:16][CH3:17])[CH3:15])=[O:13])(=[O:43])[C:39]([CH3:42])([CH3:41])[CH3:40]. (5) Given the reactants [Cl:1][C:2]1[CH:7]=[CH:6][C:5]([C:8](=[O:17])[CH2:9][C:10]2[CH:15]=[CH:14][C:13]([Cl:16])=[CH:12][CH:11]=2)=[CH:4][CH:3]=1.[BH4-].[Na+].O, predict the reaction product. The product is: [Cl:1][C:2]1[CH:7]=[CH:6][C:5]([CH:8]([OH:17])[CH2:9][C:10]2[CH:15]=[CH:14][C:13]([Cl:16])=[CH:12][CH:11]=2)=[CH:4][CH:3]=1. (6) Given the reactants Br[C:2]1[CH:9]=[CH:8][CH:7]=[CH:6][C:3]=1[CH2:4][OH:5].[CH:10]([C:13]1[CH:18]=[CH:17][C:16](B(O)O)=[CH:15][CH:14]=1)([CH3:12])[CH3:11].[O-]P([O-])([O-])=O.[K+].[K+].[K+], predict the reaction product. The product is: [CH:10]([C:13]1[CH:18]=[CH:17][C:16]([C:2]2[CH:9]=[CH:8][CH:7]=[CH:6][C:3]=2[CH2:4][OH:5])=[CH:15][CH:14]=1)([CH3:12])[CH3:11].